Dataset: Peptide-MHC class I binding affinity with 185,985 pairs from IEDB/IMGT. Task: Regression. Given a peptide amino acid sequence and an MHC pseudo amino acid sequence, predict their binding affinity value. This is MHC class I binding data. (1) The peptide sequence is YRYISFLVL. The MHC is HLA-C07:01 with pseudo-sequence HLA-C07:01. The binding affinity (normalized) is 0.401. (2) The peptide sequence is TQIFEVYWY. The binding affinity (normalized) is 0.238. The MHC is HLA-A31:01 with pseudo-sequence HLA-A31:01.